Predict the reactants needed to synthesize the given product. From a dataset of Full USPTO retrosynthesis dataset with 1.9M reactions from patents (1976-2016). (1) Given the product [CH:47]1([NH:46][C:44](=[O:45])[NH:43][C:40]2[CH:41]=[CH:42][C:37]([O:36][C:33]3[CH:32]=[CH:31][N:30]=[C:29]4[CH:28]=[C:27]([C:24]5[N:23]=[CH:22][C:21]([CH2:20][O:14][CH:12]6[CH2:13][N:10]([C:8]([O:7][C:3]([CH3:6])([CH3:4])[CH3:5])=[O:9])[CH2:11]6)=[CH:26][CH:25]=5)[S:35][C:34]=34)=[C:38]([F:50])[CH:39]=2)[CH2:49][CH2:48]1, predict the reactants needed to synthesize it. The reactants are: [H-].[Na+].[C:3]([O:7][C:8]([N:10]1[CH2:13][CH:12]([OH:14])[CH2:11]1)=[O:9])([CH3:6])([CH3:5])[CH3:4].CS(O[CH2:20][C:21]1[CH:22]=[N:23][C:24]([C:27]2[S:35][C:34]3[C:29](=[N:30][CH:31]=[CH:32][C:33]=3[O:36][C:37]3[CH:42]=[CH:41][C:40]([NH:43][C:44]([NH:46][CH:47]4[CH2:49][CH2:48]4)=[O:45])=[CH:39][C:38]=3[F:50])[CH:28]=2)=[CH:25][CH:26]=1)(=O)=O. (2) Given the product [NH2:13][C:10]1[CH:11]=[CH:12][C:7]([S:4]([CH:1]2[CH2:2][CH2:3]2)(=[O:6])=[O:5])=[C:8]([C@H:16]2[C@H:20]([C:21]([O:23][CH2:24][CH3:25])=[O:22])[CH2:19][CH2:18][N:17]2[C:26]([O:28][C:29]([CH3:31])([CH3:32])[CH3:30])=[O:27])[CH:9]=1, predict the reactants needed to synthesize it. The reactants are: [CH:1]1([S:4]([C:7]2[CH:12]=[CH:11][C:10]([N+:13]([O-])=O)=[CH:9][C:8]=2[C@H:16]2[C@H:20]([C:21]([O:23][CH2:24][CH3:25])=[O:22])[CH2:19][CH2:18][N:17]2[C:26]([O:28][C:29]([CH3:32])([CH3:31])[CH3:30])=[O:27])(=[O:6])=[O:5])[CH2:3][CH2:2]1.[H][H]. (3) Given the product [F:15][C:16]1[CH:24]=[C:23]2[C:19]([C:20]([C:34]3[CH:38]=[N:37][N:36]([CH2:8][C:9]4([OH:7])[CH2:14][CH2:13][O:12][CH2:11][CH2:10]4)[CH:35]=3)=[CH:21][N:22]2[S:25]([C:28]2[CH:29]=[CH:30][CH:31]=[CH:32][CH:33]=2)(=[O:26])=[O:27])=[CH:18][CH:17]=1, predict the reactants needed to synthesize it. The reactants are: C([O-])([O-])=O.[K+].[K+].[O:7]1[C:9]2([CH2:14][CH2:13][O:12][CH2:11][CH2:10]2)[CH2:8]1.[F:15][C:16]1[CH:24]=[C:23]2[C:19]([C:20]([C:34]3[CH:35]=[N:36][NH:37][CH:38]=3)=[CH:21][N:22]2[S:25]([C:28]2[CH:33]=[CH:32][CH:31]=[CH:30][CH:29]=2)(=[O:27])=[O:26])=[CH:18][CH:17]=1. (4) Given the product [CH3:39][C:24]1[CH:25]=[C:26]([NH:28][C:29]2[CH:34]=[C:33]([C:35]([F:37])([F:36])[F:38])[CH:32]=[CH:31][N:30]=2)[N:27]=[C:22]([C:20]2[N:16]=[N:17][N:18]([CH:6]3[CH2:7][CH2:8][C:9](=[O:13])[CH2:14][CH2:15]3)[CH:21]=2)[CH:23]=1, predict the reactants needed to synthesize it. The reactants are: CS(O[CH:6]1[CH2:15][CH2:14][C:9]2([O:13]CCO2)[CH2:8][CH2:7]1)(=O)=O.[N-:16]=[N+:17]=[N-:18].[Na+].[C:20]([C:22]1[N:27]=[C:26]([NH:28][C:29]2[CH:34]=[C:33]([C:35]([F:38])([F:37])[F:36])[CH:32]=[CH:31][N:30]=2)[CH:25]=[C:24]([CH3:39])[CH:23]=1)#[CH:21].O=C1O[C@H]([C@H](CO)O)C([O-])=C1O.[Na+]. (5) Given the product [CH3:21][N:19]([CH3:18])[C@@H:2]1[CH2:7][CH2:6][CH2:5][N:4]([C:8]([O:10][C:11]([CH3:14])([CH3:13])[CH3:12])=[O:9])[CH2:3]1, predict the reactants needed to synthesize it. The reactants are: N[C@@H:2]1[CH2:7][CH2:6][CH2:5][N:4]([C:8]([O:10][C:11]([CH3:14])([CH3:13])[CH3:12])=[O:9])[CH2:3]1.C=O.[BH3-][C:18]#[N:19].[Na+].[CH2:21](Cl)Cl.